From a dataset of Reaction yield outcomes from USPTO patents with 853,638 reactions. Predict the reaction yield, written as a fraction of the theoretical maximum amount of product (1.0 means a 100% yield; for example, 0.34 means a 34% yield). (1) The reactants are [NH2:1][C@@H:2]([CH2:18][C:19]1[CH:24]=[CH:23][CH:22]=[CH:21][CH:20]=1)[C@@H:3]([C@H:5]1[CH2:9][C@@H:8]([OH:10])[CH2:7][N:6]1[C:11]([O:13][C:14]([CH3:17])([CH3:16])[CH3:15])=[O:12])[OH:4].[C:25](O[C:25]([O:27][CH2:28][C:29]1[CH:34]=[CH:33][CH:32]=[CH:31][CH:30]=1)=[O:26])([O:27][CH2:28][C:29]1[CH:34]=[CH:33][CH:32]=[CH:31][CH:30]=1)=[O:26].C(N(CC)CC)C. The catalyst is CO. The product is [CH2:28]([O:27][C:25]([NH:1][C@@H:2]([CH2:18][C:19]1[CH:20]=[CH:21][CH:22]=[CH:23][CH:24]=1)[C@@H:3]([C@H:5]1[CH2:9][C@@H:8]([OH:10])[CH2:7][N:6]1[C:11]([O:13][C:14]([CH3:16])([CH3:17])[CH3:15])=[O:12])[OH:4])=[O:26])[C:29]1[CH:34]=[CH:33][CH:32]=[CH:31][CH:30]=1. The yield is 0.860. (2) The reactants are [Cl:1][C:2]1[C:3]2[S:10][C:9]([C:11](Cl)=[O:12])=[CH:8][C:4]=2[N:5]=[CH:6][N:7]=1.[NH2:14][CH2:15][CH2:16][N:17]1[CH2:22][CH2:21][O:20][CH2:19][CH2:18]1. The catalyst is C(Cl)Cl. The product is [Cl:1][C:2]1[C:3]2[S:10][C:9]([C:11]([NH:14][CH2:15][CH2:16][N:17]3[CH2:22][CH2:21][O:20][CH2:19][CH2:18]3)=[O:12])=[CH:8][C:4]=2[N:5]=[CH:6][N:7]=1. The yield is 0.650. (3) The reactants are O[C:2]1([C:17]2[CH:22]=[CH:21][CH:20]=[CH:19][C:18]=2[O:23][CH2:24][O:25][CH3:26])[C:15]2[C:10](=[CH:11][CH:12]=[CH:13][CH:14]=2)[C:9](=O)[C:8]2[CH:7]=[CH:6][CH:5]=[CH:4][C:3]1=2.O.CC(O)=O. The catalyst is O.[Cl-].[Cl-].[Zn+2].[Zn]. The product is [CH3:26][O:25][CH2:24][O:23][C:18]1[CH:19]=[CH:20][CH:21]=[CH:22][C:17]=1[C:2]1[C:3]2[C:8]([CH:9]=[C:10]3[C:15]=1[CH:14]=[CH:13][CH:12]=[CH:11]3)=[CH:7][CH:6]=[CH:5][CH:4]=2. The yield is 0.902. (4) The reactants are [Br:1][C:2]1[CH:8]=[CH:7][CH:6]=[C:5]([F:9])[C:3]=1[NH2:4].N1C=CC=CC=1.[C:16](Cl)(=[O:21])[C:17]([CH3:20])([CH3:19])[CH3:18]. No catalyst specified. The product is [Br:1][C:2]1[CH:8]=[CH:7][CH:6]=[C:5]([F:9])[C:3]=1[NH:4][C:16](=[O:21])[C:17]([CH3:20])([CH3:19])[CH3:18]. The yield is 0.760. (5) No catalyst specified. The yield is 0.310. The reactants are I[C:2]1[CH:3]=[C:4]([N:8]2[C:16]3[C:11](=[CH:12][CH:13]=[CH:14][CH:15]=3)[C:10]([C:17]([NH2:19])=[O:18])=[N:9]2)[CH:5]=[CH:6][CH:7]=1.[N:20]1[CH:25]=[CH:24][CH:23]=[C:22]([C@:26]([OH:30])([C:28]#[CH:29])[CH3:27])[N:21]=1. The product is [OH:30][C@:26]([C:22]1[N:21]=[N:20][CH:25]=[CH:24][CH:23]=1)([CH3:27])[C:28]#[C:29][C:2]1[CH:3]=[C:4]([N:8]2[C:16]3[C:11](=[CH:12][CH:13]=[CH:14][CH:15]=3)[C:10]([C:17]([NH2:19])=[O:18])=[N:9]2)[CH:5]=[CH:6][CH:7]=1. (6) The reactants are [CH2:1]([C@H:8]1[CH2:12][O:11][C:10](=[O:13])[N:9]1[C:14](=[O:23])[CH2:15][CH2:16][C:17]1[CH:22]=[CH:21][CH:20]=[CH:19][CH:18]=1)[C:2]1[CH:7]=[CH:6][CH:5]=[CH:4][CH:3]=1.C[Si]([N-][Si](C)(C)C)(C)C.[Na+].Br[CH2:35][C:36]([O:38][C:39]([CH3:42])([CH3:41])[CH3:40])=[O:37].C1C[O:46][CH2:45]C1. The yield is 0.790. No catalyst specified. The product is [CH2:1]([C@H:8]1[CH2:12][O:11][C:10](=[O:13])[N:9]1[C:14](=[O:23])[C@H:15]([CH2:16][C:17]1[CH:22]=[CH:21][CH:20]=[C:19]([O:46][CH3:45])[CH:18]=1)[CH2:35][C:36]([O:38][C:39]([CH3:42])([CH3:41])[CH3:40])=[O:37])[C:2]1[CH:3]=[CH:4][CH:5]=[CH:6][CH:7]=1. (7) The reactants are [CH2:1]([C:3]1[NH:12][C:11](=[O:13])[C:10]2[C:5](=[CH:6][CH:7]=[CH:8][CH:9]=2)[N:4]=1)[CH3:2].Br[CH2:15][CH2:16][O:17][C:18]1[CH:25]=[CH:24][C:21]([CH:22]=[O:23])=[CH:20][CH:19]=1.C([O-])([O-])=O.[K+].[K+]. No catalyst specified. The product is [CH2:1]([C:3]1[N:12]([CH2:15][CH2:16][O:17][C:18]2[CH:25]=[CH:24][C:21]([CH:22]=[O:23])=[CH:20][CH:19]=2)[C:11](=[O:13])[C:10]2[C:5](=[CH:6][CH:7]=[CH:8][CH:9]=2)[N:4]=1)[CH3:2]. The yield is 0.270.